This data is from NCI-60 drug combinations with 297,098 pairs across 59 cell lines. The task is: Regression. Given two drug SMILES strings and cell line genomic features, predict the synergy score measuring deviation from expected non-interaction effect. (1) Drug 1: C1CCN(CC1)CCOC2=CC=C(C=C2)C(=O)C3=C(SC4=C3C=CC(=C4)O)C5=CC=C(C=C5)O. Drug 2: CS(=O)(=O)CCNCC1=CC=C(O1)C2=CC3=C(C=C2)N=CN=C3NC4=CC(=C(C=C4)OCC5=CC(=CC=C5)F)Cl. Cell line: SF-268. Synergy scores: CSS=3.46, Synergy_ZIP=3.80, Synergy_Bliss=8.69, Synergy_Loewe=4.28, Synergy_HSA=4.25. (2) Drug 1: C(=O)(N)NO. Drug 2: CN1C2=C(C=C(C=C2)N(CCCl)CCCl)N=C1CCCC(=O)O.Cl. Cell line: A549. Synergy scores: CSS=2.76, Synergy_ZIP=0.430, Synergy_Bliss=1.72, Synergy_Loewe=2.02, Synergy_HSA=0.00534. (3) Drug 1: CC1=C2C(C(=O)C3(C(CC4C(C3C(C(C2(C)C)(CC1OC(=O)C(C(C5=CC=CC=C5)NC(=O)C6=CC=CC=C6)O)O)OC(=O)C7=CC=CC=C7)(CO4)OC(=O)C)O)C)OC(=O)C. Drug 2: CCN(CC)CCNC(=O)C1=C(NC(=C1C)C=C2C3=C(C=CC(=C3)F)NC2=O)C. Cell line: SW-620. Synergy scores: CSS=71.3, Synergy_ZIP=4.30, Synergy_Bliss=4.21, Synergy_Loewe=4.11, Synergy_HSA=9.37. (4) Drug 1: C1CCN(CC1)CCOC2=CC=C(C=C2)C(=O)C3=C(SC4=C3C=CC(=C4)O)C5=CC=C(C=C5)O. Drug 2: C1CN(P(=O)(OC1)NCCCl)CCCl. Cell line: HS 578T. Synergy scores: CSS=0.367, Synergy_ZIP=0.0547, Synergy_Bliss=1.96, Synergy_Loewe=-3.78, Synergy_HSA=-3.16. (5) Drug 1: CCN(CC)CCNC(=O)C1=C(NC(=C1C)C=C2C3=C(C=CC(=C3)F)NC2=O)C. Drug 2: CCC1(C2=C(COC1=O)C(=O)N3CC4=CC5=C(C=CC(=C5CN(C)C)O)N=C4C3=C2)O.Cl. Cell line: DU-145. Synergy scores: CSS=30.5, Synergy_ZIP=0.685, Synergy_Bliss=-0.461, Synergy_Loewe=-43.9, Synergy_HSA=-2.21. (6) Cell line: 786-0. Drug 2: C1CC(=O)NC(=O)C1N2C(=O)C3=CC=CC=C3C2=O. Drug 1: C1C(C(OC1N2C=C(C(=O)NC2=O)F)CO)O. Synergy scores: CSS=8.21, Synergy_ZIP=3.16, Synergy_Bliss=-1.35, Synergy_Loewe=-45.4, Synergy_HSA=-1.95. (7) Drug 1: CN(C)N=NC1=C(NC=N1)C(=O)N. Drug 2: C1CC(C1)(C(=O)O)C(=O)O.[NH2-].[NH2-].[Pt+2]. Cell line: U251. Synergy scores: CSS=34.0, Synergy_ZIP=-3.70, Synergy_Bliss=-1.95, Synergy_Loewe=-10.8, Synergy_HSA=0.207.